From a dataset of Full USPTO retrosynthesis dataset with 1.9M reactions from patents (1976-2016). Predict the reactants needed to synthesize the given product. (1) Given the product [CH3:34][N:35]([CH3:36])[C:2]1[N:25]=[C:24]([CH3:26])[CH:23]=[CH:22][C:3]=1[C:4]([NH:6][C:7]1[CH:12]=[CH:11][C:10]([O:13][CH2:14][CH2:15][C:16]2[CH:21]=[CH:20][CH:19]=[CH:18][N:17]=2)=[CH:9][CH:8]=1)=[O:5], predict the reactants needed to synthesize it. The reactants are: Cl[C:2]1[N:25]=[C:24]([CH3:26])[CH:23]=[CH:22][C:3]=1[C:4]([NH:6][C:7]1[CH:12]=[CH:11][C:10]([O:13][CH2:14][CH2:15][C:16]2[CH:21]=[CH:20][CH:19]=[CH:18][N:17]=2)=[CH:9][CH:8]=1)=[O:5].C(OCC)(=O)C.O.[CH3:34][NH:35][CH3:36].O1CCCC1. (2) Given the product [Cl:1][C:2]1[CH:3]=[C:4]([S:8]([N:31]2[CH2:30][CH2:29][C:28]([CH2:27][CH2:26][N:25]3[C@H:20]4[CH2:21][CH2:22][C@@H:23]3[CH2:24][CH:18]([N:17]3[C:16]5[CH:40]=[CH:41][CH:42]=[CH:43][C:15]=5[N:14]=[C:13]3[CH3:12])[CH2:19]4)([C:34]3[CH:35]=[CH:36][CH:37]=[CH:38][CH:39]=3)[CH2:33][CH2:32]2)(=[O:10])=[O:9])[CH:5]=[CH:6][CH:7]=1, predict the reactants needed to synthesize it. The reactants are: [Cl:1][C:2]1[CH:3]=[C:4]([S:8](Cl)(=[O:10])=[O:9])[CH:5]=[CH:6][CH:7]=1.[CH3:12][C:13]1[N:17]([CH:18]2[CH2:24][C@H:23]3[N:25]([CH2:26][CH2:27][C:28]4([C:34]5[CH:39]=[CH:38][CH:37]=[CH:36][CH:35]=5)[CH2:33][CH2:32][NH:31][CH2:30][CH2:29]4)[C@H:20]([CH2:21][CH2:22]3)[CH2:19]2)[C:16]2[CH:40]=[CH:41][CH:42]=[CH:43][C:15]=2[N:14]=1.